The task is: Regression. Given two drug SMILES strings and cell line genomic features, predict the synergy score measuring deviation from expected non-interaction effect.. This data is from NCI-60 drug combinations with 297,098 pairs across 59 cell lines. (1) Drug 1: CN(C)C1=NC(=NC(=N1)N(C)C)N(C)C. Drug 2: CC(C1=C(C=CC(=C1Cl)F)Cl)OC2=C(N=CC(=C2)C3=CN(N=C3)C4CCNCC4)N. Cell line: KM12. Synergy scores: CSS=36.8, Synergy_ZIP=-6.03, Synergy_Bliss=-4.40, Synergy_Loewe=0.509, Synergy_HSA=0.575. (2) Drug 1: C1=NNC2=C1C(=O)NC=N2. Drug 2: C1CNP(=O)(OC1)N(CCCl)CCCl. Cell line: NCI-H460. Synergy scores: CSS=4.29, Synergy_ZIP=-1.13, Synergy_Bliss=-1.84, Synergy_Loewe=-5.20, Synergy_HSA=-4.67.